From a dataset of Reaction yield outcomes from USPTO patents with 853,638 reactions. Predict the reaction yield, written as a fraction of the theoretical maximum amount of product (1.0 means a 100% yield; for example, 0.34 means a 34% yield). (1) The reactants are [O:1]=[C:2]1[C:7]([CH2:8][C:9]2[CH:14]=[CH:13][C:12]([C:15]3[C:16]([C:21]#[N:22])=[CH:17][CH:18]=[CH:19][CH:20]=3)=[CH:11][CH:10]=2)=[C:6]([CH2:23][CH2:24][CH3:25])[N:5]2[N:26]=[CH:27][CH:28]=[C:4]2[N:3]1[C@H:29]1[CH2:34][CH2:33][C@H:32]([O:35][CH2:36][C:37](=[O:39])[CH3:38])[CH2:31][CH2:30]1.[CH2:40]([Si:42](Cl)([CH2:45][CH3:46])[CH2:43][CH3:44])[CH3:41].[CH3:48][Si](C)(C)[N-][Si](C)(C)C.[Li+].C(OCC)(=O)C. The catalyst is O1CCCC1. The product is [CH3:38][C:37]1([O:39][Si:42]([CH2:45][CH3:46])([CH2:43][CH3:44])[CH2:40][CH3:41])[CH2:48][CH:36]1[O:35][C@H:32]1[CH2:31][CH2:30][C@H:29]([N:3]2[C:2](=[O:1])[C:7]([CH2:8][C:9]3[CH:10]=[CH:11][C:12]([C:15]4[C:16]([C:21]#[N:22])=[CH:17][CH:18]=[CH:19][CH:20]=4)=[CH:13][CH:14]=3)=[C:6]([CH2:23][CH2:24][CH3:25])[N:5]3[N:26]=[CH:27][CH:28]=[C:4]23)[CH2:34][CH2:33]1. The yield is 0.310. (2) The reactants are FC(F)(F)C(OC(=O)C(F)(F)F)=O.CS(C)=O.[CH:18]([N:31]1[CH2:34][CH:33]([OH:35])[CH2:32]1)([C:25]1[CH:30]=[CH:29][CH:28]=[CH:27][CH:26]=1)[C:19]1[CH:24]=[CH:23][CH:22]=[CH:21][CH:20]=1.C(N(C(C)C)CC)(C)C.[NH4+].[Cl-]. The catalyst is C(Cl)Cl. The product is [CH:18]([N:31]1[CH2:34][C:33](=[O:35])[CH2:32]1)([C:25]1[CH:30]=[CH:29][CH:28]=[CH:27][CH:26]=1)[C:19]1[CH:20]=[CH:21][CH:22]=[CH:23][CH:24]=1. The yield is 0.640. (3) The catalyst is C1(C)C=CC=CC=1.O1CCCC1.CCCCCC.O.C(OCC)(=O)C. The product is [Cl:8][C:6]1[C:5]([F:9])=[CH:4][C:3]([O:10][CH3:11])=[C:2]([B:21]([OH:22])[OH:20])[CH:7]=1. The reactants are Br[C:2]1[CH:7]=[C:6]([Cl:8])[C:5]([F:9])=[CH:4][C:3]=1[O:10][CH3:11].C([Li])CCC.C([O:20][B:21](C(C)C)[O:22]C(C)C)(C)C.Cl. The yield is 0.890. (4) The reactants are O.[CH3:2][C:3]#[N:4].C([O:8][C:9]1[C:10]([O:16][C:17](=O)[CH3:18])=[C:11](I)C=C[CH:14]=1)(=O)C.CC1(C)N([O])C(C)(C)CCC1.[C:31]([O-:34])([O-:33])=O.[Na+].[Na+].C[C:38](=[O:42])[O:39][CH2:40][CH3:41]. No catalyst specified. The product is [O:8]1[C:9]2[CH:14]=[CH:2][C:3]([N:4]3[CH2:41][C@@H:40]([C:31]([OH:34])=[O:33])[O:39][C:38]3=[O:42])=[CH:11][C:10]=2[O:16][CH2:17][CH2:18]1. The yield is 0.810. (5) The reactants are [F:1][C:2]1([CH2:6][N:7]2[CH2:12][CH2:11][CH:10]([CH2:13][O:14][C:15]3[CH:20]=[CH:19][C:18]([C:21]4[CH:26]=[CH:25][C:24]([C:27]([O:29]C)=[O:28])=[CH:23][CH:22]=4)=[CH:17][CH:16]=3)[CH2:9][CH2:8]2)[CH2:5][CH2:4][CH2:3]1.O[Li].O. The catalyst is O. The product is [F:1][C:2]1([CH2:6][N:7]2[CH2:12][CH2:11][CH:10]([CH2:13][O:14][C:15]3[CH:20]=[CH:19][C:18]([C:21]4[CH:26]=[CH:25][C:24]([C:27]([OH:29])=[O:28])=[CH:23][CH:22]=4)=[CH:17][CH:16]=3)[CH2:9][CH2:8]2)[CH2:3][CH2:4][CH2:5]1. The yield is 0.940.